Dataset: Catalyst prediction with 721,799 reactions and 888 catalyst types from USPTO. Task: Predict which catalyst facilitates the given reaction. Reactant: [Cl:1][C:2]1[CH:7]=[C:6]([C:8]2[CH:17]=[C:16](O)[C:15]3[C:10](=[CH:11][CH:12]=[CH:13][CH:14]=3)[N:9]=2)[CH:5]=[CH:4][N:3]=1.O=P(Cl)(Cl)[Cl:21].CCN(C(C)C)C(C)C. Product: [Cl:21][C:16]1[C:15]2[C:10](=[CH:11][CH:12]=[CH:13][CH:14]=2)[N:9]=[C:8]([C:6]2[CH:5]=[CH:4][N:3]=[C:2]([Cl:1])[CH:7]=2)[CH:17]=1. The catalyst class is: 2.